Dataset: Catalyst prediction with 721,799 reactions and 888 catalyst types from USPTO. Task: Predict which catalyst facilitates the given reaction. (1) Reactant: [CH3:1][O:2][C:3]1[CH:25]=[CH:24][C:6]([CH2:7][NH:8][C:9]2[CH:14]=[C:13]([O:15][C:16]3[CH:21]=[CH:20][C:19]([NH2:22])=[CH:18][C:17]=3[F:23])[N:12]=[CH:11][N:10]=2)=[CH:5][CH:4]=1.COC1C=CC(CNC2N=CN=C(OC3C=CC(NC(NC(=O)CC4C=CC(F)=CC=4)=O)=CC=3F)C=2)=CC=1.NC1N=CN=C(OC2C=CC(NC(NC(=O)CC3C=CC(F)=CC=3)=S)=CC=2F)C=1.CN(C(ON1N=NC2C=CC=CC1=2)=[N+](C)C)C.[B-](F)(F)(F)F.CCN(C(C)C)C(C)C.[F:124][C:125]1[CH:130]=[CH:129][C:128]([N:131](C2C=CC(OC3C=CN=CC=3)=CC=2)[C:132](=[O:137])[CH2:133][C:134](N)=[O:135])=[CH:127][CH:126]=1. Product: [CH3:1][O:2][C:3]1[CH:4]=[CH:5][C:6]([CH2:7][NH:8][C:9]2[N:10]=[CH:11][N:12]=[C:13]([O:15][C:16]3[CH:21]=[CH:20][C:19]([NH:22][C:134](=[O:135])[CH2:133][C:132]([NH:131][C:128]4[CH:129]=[CH:130][C:125]([F:124])=[CH:126][CH:127]=4)=[O:137])=[CH:18][C:17]=3[F:23])[CH:14]=2)=[CH:24][CH:25]=1. The catalyst class is: 3. (2) Reactant: [CH3:1][O:2][C:3]1[CH:4]=[C:5]2[C:9](=[CH:10][CH:11]=1)[C:8](=[O:12])[NH:7][CH2:6]2.[H-].[Na+].Br[CH:16]([CH:22]([CH3:24])[CH3:23])[C:17]([O:19][CH2:20][CH3:21])=[O:18].[Cl-].[NH4+]. Product: [CH3:1][O:2][C:3]1[CH:4]=[C:5]2[C:9](=[CH:10][CH:11]=1)[C:8](=[O:12])[N:7]([CH:16]([CH:22]([CH3:24])[CH3:23])[C:17]([O:19][CH2:20][CH3:21])=[O:18])[CH2:6]2. The catalyst class is: 3. (3) Reactant: CCCC[N+](CCCC)(CCCC)CCCC.[F-].C([Si](C1C=CC=CC=1)(C1C=CC=CC=1)[O:24][CH2:25][CH2:26][CH2:27][N:28]1[C:32]2=[N:33][CH:34]=[CH:35][CH:36]=[C:31]2[C:30]([C:37]2[C:38](=[O:49])[NH:39][C:40](=[O:48])[C:41]=2[C:42]2[O:43][CH2:44][CH2:45][CH2:46][CH:47]=2)=[CH:29]1)(C)(C)C. Product: [O:43]1[C:42]([C:41]2[C:40](=[O:48])[NH:39][C:38](=[O:49])[C:37]=2[C:30]2[C:31]3[C:32](=[N:33][CH:34]=[CH:35][CH:36]=3)[N:28]([CH2:27][CH2:26][CH2:25][OH:24])[CH:29]=2)=[CH:47][CH2:46][CH2:45][CH2:44]1. The catalyst class is: 1. (4) Reactant: [CH3:1][C:2]1[CH:7]=[CH:6][C:5]([CH:8]([C:10]2[NH:18][C:13]3=[CH:14][N:15]=[CH:16][CH:17]=[C:12]3[CH:11]=2)[OH:9])=[CH:4][CH:3]=1. Product: [CH3:1][C:2]1[CH:3]=[CH:4][C:5]([C:8]([C:10]2[NH:18][C:13]3=[CH:14][N:15]=[CH:16][CH:17]=[C:12]3[CH:11]=2)=[O:9])=[CH:6][CH:7]=1. The catalyst class is: 485. (5) Reactant: [F:1][C:2]([F:13])([F:12])[C:3]1[CH:4]=[C:5]([CH:9]=[CH:10][N:11]=1)[C:6]([OH:8])=[O:7].F[P-](F)(F)(F)(F)F.N1(O[P+](N(C)C)(N(C)C)N(C)C)C2C=CC=C[C:24]=2N=N1.CCN(C(C)C)C(C)C. Product: [CH3:24][O:7][C:6](=[O:8])[C:5]1[CH:9]=[CH:10][N:11]=[C:3]([C:2]([F:12])([F:1])[F:13])[CH:4]=1. The catalyst class is: 61. (6) Reactant: [C:1]([C:5]1[CH:6]=[C:7]2[C:12](=[C:13]([F:15])[CH:14]=1)[C:11](=[O:16])[N:10]([C:17]1[N:24]=[CH:23][CH:22]=[C:21](Cl)[C:18]=1[CH:19]=[O:20])[N:9]=[CH:8]2)([CH3:4])([CH3:3])[CH3:2].[C:26]([N:31]1[CH2:36][CH2:35][N:34]2[N:37]=[C:38]([NH:40][C:41]3[C:42](=[O:57])[N:43]([CH3:56])[CH:44]=[C:45](B4OC(C)(C)C(C)(C)O4)[CH:46]=3)[CH:39]=[C:33]2[CH2:32]1)(=[O:30])[CH:27]([CH3:29])[CH3:28].[O-]P([O-])([O-])=O.[K+].[K+].[K+].C([O-])(=O)C.[Na+]. Product: [C:1]([C:5]1[CH:6]=[C:7]2[C:12](=[C:13]([F:15])[CH:14]=1)[C:11](=[O:16])[N:10]([C:17]1[N:24]=[CH:23][CH:22]=[C:21]([C:45]3[CH:46]=[C:41]([NH:40][C:38]4[CH:39]=[C:33]5[CH2:32][N:31]([C:26](=[O:30])[CH:27]([CH3:28])[CH3:29])[CH2:36][CH2:35][N:34]5[N:37]=4)[C:42](=[O:57])[N:43]([CH3:56])[CH:44]=3)[C:18]=1[CH:19]=[O:20])[N:9]=[CH:8]2)([CH3:4])([CH3:3])[CH3:2]. The catalyst class is: 712.